This data is from Reaction yield outcomes from USPTO patents with 853,638 reactions. The task is: Predict the reaction yield, written as a fraction of the theoretical maximum amount of product (1.0 means a 100% yield; for example, 0.34 means a 34% yield). (1) The reactants are COC(=O)[O:4][C:5]1[CH:10]=[C:9]([N+:11]([O-:13])=[O:12])[C:8]([C:14]([CH3:17])([CH3:16])[CH3:15])=[CH:7][C:6]=1[C:18]([CH3:21])([CH3:20])[CH3:19].COC(=O)OC1C([N+]([O-])=O)=CC(C(C)(C)C)=CC=1C(C)(C)C.[OH-].[K+].Cl. The catalyst is CO. The product is [C:18]([C:6]1[CH:7]=[C:8]([C:14]([CH3:16])([CH3:15])[CH3:17])[C:9]([N+:11]([O-:13])=[O:12])=[CH:10][C:5]=1[OH:4])([CH3:19])([CH3:20])[CH3:21]. The yield is 0.290. (2) The product is [C:26]([N:25]1[C:21]([CH2:18][CH2:19][CH3:20])=[CH:22][C:23]([CH2:30][NH:17][CH2:16][CH2:15][N:12]2[CH2:11][CH2:10][N:9]([C:6]3[CH:5]=[CH:4][C:3]([O:2][CH3:1])=[CH:8][CH:7]=3)[CH2:14][CH2:13]2)=[N:24]1)([CH3:29])([CH3:28])[CH3:27]. The yield is 0.342. The reactants are [CH3:1][O:2][C:3]1[CH:8]=[CH:7][C:6]([N:9]2[CH2:14][CH2:13][N:12]([CH2:15][CH2:16][NH2:17])[CH2:11][CH2:10]2)=[CH:5][CH:4]=1.[CH2:18]([C:21]1[N:25]([C:26]([CH3:29])([CH3:28])[CH3:27])[N:24]=[C:23]([CH:30]=O)[CH:22]=1)[CH2:19][CH3:20]. No catalyst specified.